Dataset: HIV replication inhibition screening data with 41,000+ compounds from the AIDS Antiviral Screen. Task: Binary Classification. Given a drug SMILES string, predict its activity (active/inactive) in a high-throughput screening assay against a specified biological target. (1) The result is 0 (inactive). The drug is Cc1ccc2c(c1)[nH]c(=S)n2C=C(c1ccccc1)S(=O)Cc1ccccc1. (2) The result is 0 (inactive). The compound is COc1ccc(N=NC(=NNC(=O)c2cc(Cl)ccc2C(=O)c2ccccc2)c2ccc(N(CCC#N)CCC#N)cc2C)cc1. (3) The drug is CNC(=S)C(C#N)=C(N)N1CCN(C)CC1. The result is 0 (inactive). (4) The compound is Cc1ccc2c(c1)C(=O)C(C1OC(=O)c3ccccc31)C2. The result is 0 (inactive). (5) The compound is O=C1C=C(Br)c2c(-c3ccccc3)oc3cccc1c23. The result is 0 (inactive). (6) The molecule is COC(=O)CC=C(c1cc(Cl)c(OC)c(C(=O)OC)c1)c1cc(Cl)c(OC)c(C(=O)OC)c1. The result is 0 (inactive).